The task is: Predict the reactants needed to synthesize the given product.. This data is from Full USPTO retrosynthesis dataset with 1.9M reactions from patents (1976-2016). (1) Given the product [CH3:8][N:9]1[CH2:14][CH2:13][N:12]([C:1](=[O:7])[CH2:2][CH2:3][C:4]([OH:6])=[O:5])[CH2:11][CH2:10]1, predict the reactants needed to synthesize it. The reactants are: [C:1]1(=[O:7])[O:6][C:4](=[O:5])[CH2:3][CH2:2]1.[CH3:8][N:9]1[CH2:14][CH2:13][NH:12][CH2:11][CH2:10]1. (2) Given the product [CH2:1]([S:8]([NH:11][C:12]1[C:13](=[O:23])[N:14]([CH2:19][C:20]([NH:50][CH2:46][CH2:45][CH2:44][O:43][NH:31][C:32]([NH2:34])=[NH:33])=[O:22])[C:15]([CH3:18])=[CH:16][CH:17]=1)(=[O:9])=[O:10])[C:2]1[CH:7]=[CH:6][CH:5]=[CH:4][CH:3]=1, predict the reactants needed to synthesize it. The reactants are: [CH2:1]([S:8]([NH:11][C:12]1[C:13](=[O:23])[N:14]([CH2:19][C:20]([OH:22])=O)[C:15]([CH3:18])=[CH:16][CH:17]=1)(=[O:10])=[O:9])[C:2]1[CH:7]=[CH:6][CH:5]=[CH:4][CH:3]=1.C(OC([N:31]([O:43][CH2:44][CH2:45][CH3:46])[C:32]([N:34](C(OC(C)(C)C)=O)N)=[NH:33])=O)(C)(C)C.C([N:50](C(C)C)CC)(C)C.CN([P+](ON1N=NC2C1=CC=CC=2)(N(C)C)N(C)C)C.F[P-](F)(F)(F)(F)F. (3) Given the product [O:1]1[C:5]2[CH:6]=[CH:7][CH:8]=[CH:9][C:4]=2[C:3]([CH2:10][CH2:11][N:12]2[CH2:17][CH2:16][C:15]([CH2:19][NH:20][CH3:21])([OH:18])[CH2:14][CH2:13]2)=[CH:2]1, predict the reactants needed to synthesize it. The reactants are: [O:1]1[C:5]2[CH:6]=[CH:7][CH:8]=[CH:9][C:4]=2[C:3]([CH2:10][CH2:11][N:12]2[CH2:17][CH2:16][C:15]([CH2:19][NH:20][C:21](=O)OCC)([OH:18])[CH2:14][CH2:13]2)=[CH:2]1.[H-].[Al+3].[Li+].[H-].[H-].[H-]. (4) Given the product [OH:8][C:9]1[CH:14]=[CH:13][CH:12]=[CH:11][C:10]=1[NH:15][C:16]1[N:24]=[C:23]2[C:19]([NH:20][C:21](=[O:33])[N:22]2[C:25]2[CH:30]=[CH:29][CH:28]=[CH:27][C:26]=2[O:31][CH3:32])=[C:18]([C:34]([NH2:39])=[O:36])[N:17]=1, predict the reactants needed to synthesize it. The reactants are: [Si]([O:8][C:9]1[CH:14]=[CH:13][CH:12]=[CH:11][C:10]=1[NH:15][C:16]1[N:24]=[C:23]2[C:19]([NH:20][C:21](=[O:33])[N:22]2[C:25]2[CH:30]=[CH:29][CH:28]=[CH:27][C:26]=2[O:31][CH3:32])=[C:18]([C:34]([O:36]CC)=O)[N:17]=1)(C(C)(C)C)(C)C.[NH2:39]C1C(C(OCC)=O)=NC(NC2C=CC=CC=2O[Si](C(C)(C)C)(C)C)=NC=1NC1C=CC=CC=1OC.C(N1C=CN=C1)(N1C=CN=C1)=O. (5) Given the product [Cl-:27].[Cl-:1].[CH3:8][N:7]1[CH:6]=[CH:5][CH2+:18]=[CH:19][CH:14]1[NH:13][C:12]1[CH:11]=[C:10]([CH:23]=[CH:22][CH:21]=1)[C:8]([NH:7][C:6]1[CH:5]=[CH:4][C:3]([NH:2][C:28]2[C:37]3[C:32](=[CH:33][CH:34]=[CH:35][CH:36]=3)[NH+:31]=[CH:30][CH:29]=2)=[CH:25][CH:24]=1)=[O:9], predict the reactants needed to synthesize it. The reactants are: [Cl-:1].[NH2:2][C:3]1[CH:25]=[CH:24][C:6]([NH:7][C:8]([C:10]2[CH:11]=[C:12]([CH:21]=[CH:22][CH:23]=2)[NH:13][C:14]2[CH:19]=[CH:18][N+](C)=CC=2)=[O:9])=[CH:5][CH:4]=1.O.[Cl:27][C:28]1[C:37]2[C:32](=[CH:33][CH:34]=[CH:35][CH:36]=2)[N:31]=[CH:30][CH:29]=1.Cl. (6) The reactants are: Cl.[NH:2]1[CH2:7][CH2:6][CH:5]([C:8]([C:10]2[C:11]3[CH:18]=[CH:17][NH:16][C:12]=3[N:13]=[CH:14][N:15]=2)=[O:9])[CH2:4][CH2:3]1.[F:19][C:20]([F:30])([F:29])[C:21]1[CH:28]=[CH:27][C:24]([CH2:25]Br)=[CH:23][CH:22]=1.C(N(CC)C(C)C)(C)C.[Cl-].[NH4+]. Given the product [N:13]1[C:12]2[NH:16][CH:17]=[CH:18][C:11]=2[C:10]([C:8]([CH:5]2[CH2:6][CH2:7][N:2]([CH2:25][C:24]3[CH:23]=[CH:22][C:21]([C:20]([F:19])([F:29])[F:30])=[CH:28][CH:27]=3)[CH2:3][CH2:4]2)=[O:9])=[N:15][CH:14]=1, predict the reactants needed to synthesize it. (7) Given the product [C:8]1(=[C:14]([C:31]2[CH:36]=[CH:35][C:34]([OH:37])=[CH:33][CH:32]=2)[C:15]2[CH:20]=[CH:19][C:18](/[CH:21]=[CH:22]/[C:23]([OH:25])=[O:24])=[C:17]([F:30])[CH:16]=2)[CH2:13][CH2:12][CH2:11][CH2:10][CH2:9]1, predict the reactants needed to synthesize it. The reactants are: FC(F)(F)C(O)=O.[C:8]1(=[C:14]([C:31]2[CH:36]=[CH:35][C:34]([OH:37])=[CH:33][CH:32]=2)[C:15]2[CH:20]=[CH:19][C:18](/[CH:21]=[CH:22]/[C:23]([O:25]C(C)(C)C)=[O:24])=[C:17]([F:30])[CH:16]=2)[CH2:13][CH2:12][CH2:11][CH2:10][CH2:9]1. (8) Given the product [CH:1]12[O:8][CH:5]([CH2:6][CH2:7]1)[CH2:4][N:3]([C:9]1[N:10]=[C:11]([Cl:22])[N:12]=[C:13]([NH:15][CH:16]([CH3:18])[CH3:17])[CH:14]=1)[CH2:2]2, predict the reactants needed to synthesize it. The reactants are: [CH:1]12[O:8][CH:5]([CH2:6][CH2:7]1)[CH2:4][N:3]([C:9]1[CH:14]=[C:13]([NH:15][CH:16]([CH3:18])[CH3:17])[N:12]=[C:11](O)[N:10]=1)[CH2:2]2.O=P(Cl)(Cl)[Cl:22]. (9) Given the product [CH3:1][O:2][CH2:3][CH:4]([CH3:37])[O:5][C:6]1[CH:7]=[C:8]([O:26][C:27]2[CH:28]=[N:29][C:30]([S:33]([CH3:36])(=[O:34])=[O:35])=[CH:31][CH:32]=2)[CH:9]=[C:10]2[C:14]=1[NH:13][C:12]([C:15]1[S:16][CH:17]([CH2:20][C:21]([OH:23])=[O:22])[CH2:18][N:19]=1)=[CH:11]2, predict the reactants needed to synthesize it. The reactants are: [CH3:1][O:2][CH2:3][CH:4]([CH3:37])[O:5][C:6]1[CH:7]=[C:8]([O:26][C:27]2[CH:28]=[N:29][C:30]([S:33]([CH3:36])(=[O:35])=[O:34])=[CH:31][CH:32]=2)[CH:9]=[C:10]2[C:14]=1[NH:13][C:12]([C:15]1[S:16][CH:17]([CH2:20][C:21]([O:23]CC)=[O:22])[CH2:18][N:19]=1)=[CH:11]2.O1CCCC1.[OH-].[Na+].Cl. (10) Given the product [Br:1][C:2]1[CH:7]=[CH:6][C:5]([O:8][CH2:9][C:10]2[CH:15]=[CH:14][CH:13]=[CH:12][CH:11]=2)=[CH:4][CH:3]=1, predict the reactants needed to synthesize it. The reactants are: [Br:1][C:2]1[CH:7]=[CH:6][C:5]([OH:8])=[CH:4][CH:3]=1.[CH2:9](Br)[C:10]1[CH:15]=[CH:14][CH:13]=[CH:12][CH:11]=1.C(=O)([O-])[O-].[Cs+].[Cs+].